From a dataset of Drug-target binding data from BindingDB using IC50 measurements. Regression. Given a target protein amino acid sequence and a drug SMILES string, predict the binding affinity score between them. We predict pIC50 (pIC50 = -log10(IC50 in M); higher means more potent). Dataset: bindingdb_ic50. (1) The compound is COc1ccc(-c2c(-c3ccccc3)c(-c3ccccc3)n3ccc(C#N)cc23)cc1. The target protein (P12530) has sequence MGVYRVCVSTGASIYAGSKNKVELWLVGQHGEVELGSCLRPTRNKEEEFKVNVSKYLGSLLFVRLRKKHFLKEDAWFCNWISVQALGAAEDKYWFPCYRWVVGDGVQSLPVGTGCTTVGDPQGLFQKHREQELEERRKLYQWGSWKEGLILNVAGSKLTDLPVDERFLEDKKIDFEASLAWGLAELALKNSLNILAPWKTLDDFNRIFWCGRSKLARRVRDSWQEDSLFGYQFLNGANPMLLRRSVQLPARLVFPPGMEELQAQLEKELKAGTLFEADFALLDNIKANVILYCQQYLAAPLVMLKLQPDGKLMPMVIQLHLPKIGSSPPPLFLPTDPPMVWLLAKCWVRSSDFQVHELNSHLLRGHLMAEVFTVATMRCLPSIHPVFKLIVPHLRYTLEINVRARNGLVSDFGIFDQIMSTGGGGHVQLLQQAGAFLTYRSFCPPDDLADRGLLGVESSFYAQDALRLWEIISRYVQGIMGLYYKTDEAVRDDLELQSWC.... The pIC50 is 4.4. (2) The compound is c1csc(N2CCN(c3ncnc4sccc34)CC2)n1. The target protein (O00255) has sequence MGLKAAQKTLFPLRSIDDVVRLFAAELGREEPDLVLLSLVLGFVEHFLAVNRVIPTNVPELTFQPSPAPDPPGGLTYFPVADLSIIAALYARFTAQIRGAVDLSLYPREGGVSSRELVKKVSDVIWNSLSRSYFKDRAHIQSLFSFITGWSPVGTKLDSSGVAFAVVGACQALGLRDVHLALSEDHAWVVFGPNGEQTAEVTWHGKGNEDRRGQTVNAGVAERSWLYLKGSYMRCDRKMEVAFMVCAINPSIDLHTDSLELLQLQQKLLWLLYDLGHLERYPMALGNLADLEELEPTPGRPDPLTLYHKGIASAKTYYRDEHIYPYMYLAGYHCRNRNVREALQAWADTATVIQDYNYCREDEEIYKEFFEVANDVIPNLLKEAASLLEAGEERPGEQSQGTQSQGSALQDPECFAHLLRFYDGICKWEEGSPTPVLHVGWATFLVQSLGRFEGQVRQKVRIVSREAEAAEAEEPWGEEAREGRRRGPRRESKPEEPPPP.... The pIC50 is 4.5.